Dataset: Catalyst prediction with 721,799 reactions and 888 catalyst types from USPTO. Task: Predict which catalyst facilitates the given reaction. (1) Reactant: [NH2:1][CH2:2][C:3]1[CH:4]=[C:5]([C:9]2[CH:14]=[CH:13][CH:12]=[C:11]([CH2:15][NH:16][C:17]3[N:22]=[C:21]([NH:23][CH2:24][C@H:25]4[CH2:30][CH2:29][C@H:28]([CH2:31][OH:32])[CH2:27][CH2:26]4)[C:20]([N+:33]([O-:35])=[O:34])=[CH:19][N:18]=3)[C:10]=2[CH3:36])[CH:6]=[CH:7][CH:8]=1.Br[CH2:38][CH2:39][OH:40].C(N(C(C)C)CC)(C)C. Product: [OH:32][CH2:31][C@H:28]1[CH2:27][CH2:26][C@H:25]([CH2:24][NH:23][C:21]2[C:20]([N+:33]([O-:35])=[O:34])=[CH:19][N:18]=[C:17]([NH:16][CH2:15][C:11]3[C:10]([CH3:36])=[C:9]([C:5]4[CH:6]=[CH:7][CH:8]=[C:3]([CH2:2][NH:1][CH2:38][CH2:39][OH:40])[CH:4]=4)[CH:14]=[CH:13][CH:12]=3)[N:22]=2)[CH2:30][CH2:29]1. The catalyst class is: 31. (2) Reactant: FC(F)(F)C(O)=O.[CH3:8][N:9](C(OC(C)(C)C)=O)[CH:10]([CH2:12]/[CH:13]=[CH:14]/[C:15]1[CH:16]=[N:17][C:18]([NH2:22])=[C:19]([CH3:21])[CH:20]=1)[CH3:11]. Product: [CH3:8][NH:9][CH:10]([CH2:12]/[CH:13]=[CH:14]/[C:15]1[CH:16]=[N:17][C:18]([NH2:22])=[C:19]([CH3:21])[CH:20]=1)[CH3:11]. The catalyst class is: 520. (3) Product: [Cl:7][C:8]1[CH:9]=[C:10]([CH:11]=[CH:12][C:13]=1[Cl:14])[CH2:15][CH2:16][OH:17]. The catalyst class is: 27. Reactant: [H-].[Al+3].[Li+].[H-].[H-].[H-].[Cl:7][C:8]1[CH:9]=[C:10]([CH2:15][C:16](O)=[O:17])[CH:11]=[CH:12][C:13]=1[Cl:14]. (4) The catalyst class is: 43. Product: [C:1]([O:5][C:6](=[O:34])[NH:7][C:8]1[CH:9]=[C:10]2[CH:16]=[C:15]([CH:17]([C:24]3[CH:29]=[CH:28][C:27]([S:30]([CH3:33])(=[O:32])=[O:31])=[CH:26][CH:25]=3)[CH2:18][CH:19]3[CH2:20][CH2:21][CH2:22][CH2:23]3)[NH:14][C:11]2=[N:12][CH:13]=1)([CH3:3])([CH3:4])[CH3:2]. Reactant: [C:1]([O:5][C:6](=[O:34])[NH:7][C:8]1[CH:9]=[C:10]2[CH:16]=[C:15]([C:17]([C:24]3[CH:29]=[CH:28][C:27]([S:30]([CH3:33])(=[O:32])=[O:31])=[CH:26][CH:25]=3)=[CH:18][CH:19]3[CH2:23][CH2:22][CH2:21][CH2:20]3)[NH:14][C:11]2=[N:12][CH:13]=1)([CH3:4])([CH3:3])[CH3:2]. (5) Reactant: [O-]P([O-])([O-])=O.[K+].[K+].[K+].[C@@H]1(N)CCCC[C@H]1N.I[C:18]1[CH:19]=[C:20]([CH3:25])[CH:21]=[C:22]([CH3:24])[CH:23]=1.[NH:26]1[CH2:30][CH2:29][CH2:28][C:27]1=[O:31]. Product: [CH3:24][C:22]1[CH:23]=[C:18]([N:26]2[CH2:30][CH2:29][CH2:28][C:27]2=[O:31])[CH:19]=[C:20]([CH3:25])[CH:21]=1. The catalyst class is: 321. (6) Reactant: [N:1]1([C:6]2[CH:11]=[CH:10][C:9]([C:12]3[C:13]([NH2:18])=[N:14][CH:15]=[CH:16][CH:17]=3)=[CH:8][CH:7]=2)[CH2:5][CH2:4][CH2:3][CH2:2]1.[H-].[Na+].Cl[CH2:22][CH2:23][S:24](Cl)(=[O:26])=[O:25].O. Product: [N:1]1([C:6]2[CH:7]=[CH:8][C:9]([C:12]3[C:13]4=[N:18][S:24](=[O:26])(=[O:25])[CH2:23][CH2:22][N:14]4[CH:15]=[CH:16][CH:17]=3)=[CH:10][CH:11]=2)[CH2:5][CH2:4][CH2:3][CH2:2]1. The catalyst class is: 1. (7) Reactant: [CH:1]1([NH:5][C:6]([C:8]2[N:9]([CH3:24])[C:10]([CH3:23])=[CH:11][C:12](=[O:22])[C:13]=2[O:14]CC2C=CC=CC=2)=[O:7])[CH2:4][CH2:3][CH2:2]1. Product: [CH:1]1([NH:5][C:6]([C:8]2[N:9]([CH3:24])[C:10]([CH3:23])=[CH:11][C:12](=[O:22])[C:13]=2[OH:14])=[O:7])[CH2:2][CH2:3][CH2:4]1. The catalyst class is: 63. (8) Reactant: [NH2:1]/[C:2](=[N:11]\[O:12][C:13]([C@H:15]1[CH2:19][CH2:18][C@H:17]([NH:20][C:21](=[O:27])[O:22][C:23]([CH3:26])([CH3:25])[CH3:24])[CH2:16]1)=O)/[CH2:3][C:4]1[CH:9]=[CH:8][C:7]([CH3:10])=[CH:6][CH:5]=1.O.O.O.C([O-])(=O)C.[Na+]. The catalyst class is: 8. Product: [CH3:10][C:7]1[CH:8]=[CH:9][C:4]([CH2:3][C:2]2[N:1]=[C:13]([C@H:15]3[CH2:19][CH2:18][C@H:17]([NH:20][C:21](=[O:27])[O:22][C:23]([CH3:26])([CH3:25])[CH3:24])[CH2:16]3)[O:12][N:11]=2)=[CH:5][CH:6]=1. (9) Reactant: C([O:8][C:9]1[C:10](=[O:40])[C:11]([NH:32]C(=O)OC(C)(C)C)=[CH:12][N:13]([CH2:26][CH:27](OC)OC)[C:14]=1[C:15](=[O:25])[NH:16][CH2:17][C:18]1[CH:23]=[CH:22][CH:21]=[C:20]([Cl:24])[CH:19]=1)C1C=CC=CC=1.Cl. Product: [ClH:24].[NH2:32][C:11]1[C:10](=[O:40])[C:9]([OH:8])=[C:14]2[C:15](=[O:25])[N:16]([CH2:17][C:18]3[CH:23]=[CH:22][CH:21]=[C:20]([Cl:24])[CH:19]=3)[CH:27]=[CH:26][N:13]2[CH:12]=1. The catalyst class is: 15.